Task: Regression/Classification. Given a drug SMILES string, predict its absorption, distribution, metabolism, or excretion properties. Task type varies by dataset: regression for continuous measurements (e.g., permeability, clearance, half-life) or binary classification for categorical outcomes (e.g., BBB penetration, CYP inhibition). Dataset: cyp2d6_veith.. Dataset: CYP2D6 inhibition data for predicting drug metabolism from PubChem BioAssay (1) The drug is CCCCNC(=O)C1CC(=O)N(CCC(C)C)C1. The result is 0 (non-inhibitor). (2) The compound is CC(C)CN(CC(C)C)C1=N/C(=C\c2ccco2)C(=O)N1c1ccccc1. The result is 0 (non-inhibitor). (3) The compound is C#CCCCO/N=C1/C[C@@H](O)[C@@H](O)[C@@H]2[C@@H]3C(=O)N(CCC(=O)OCC)C(=O)[C@H]3CC[C@@H]12. The result is 0 (non-inhibitor). (4) The drug is CNC(=S)NNC(=O)c1sccc1OCc1ccc(C)cc1. The result is 0 (non-inhibitor). (5) The drug is O=NN(CCCl)C(=O)NCCCl. The result is 0 (non-inhibitor). (6) The molecule is O=S(=O)(c1ccccc1)N1CCC2(CCN(c3ccc(-c4ccccc4)cc3)CC2)CC1. The result is 0 (non-inhibitor). (7) The molecule is O=C(OC1CCN(c2ccc([N+](=O)[O-])cc2)CC1)c1ccccc1. The result is 0 (non-inhibitor).